From a dataset of Forward reaction prediction with 1.9M reactions from USPTO patents (1976-2016). Predict the product of the given reaction. The product is: [Br:16][CH2:13][CH2:12][CH2:11][C:5]1[C:4]2[C:8](=[CH:9][CH:10]=[C:2]([F:1])[CH:3]=2)[NH:7][CH:6]=1. Given the reactants [F:1][C:2]1[CH:3]=[C:4]2[C:8](=[CH:9][CH:10]=1)[NH:7][CH:6]=[C:5]2[CH2:11][CH2:12][CH2:13]O.C(Br)(Br)(Br)[Br:16].C1(P(C2C=CC=CC=2)C2C=CC=CC=2)C=CC=CC=1, predict the reaction product.